Dataset: Reaction yield outcomes from USPTO patents with 853,638 reactions. Task: Predict the reaction yield, written as a fraction of the theoretical maximum amount of product (1.0 means a 100% yield; for example, 0.34 means a 34% yield). (1) The reactants are [F:1][C:2]1[CH:10]=[CH:9][C:5]([C:6](Cl)=[O:7])=[CH:4][CH:3]=1.[CH3:11][N:12]1[CH:16]=[C:15]([C:17]2[C:25]3[C:20](=[N:21][CH:22]=[C:23]([NH2:26])[CH:24]=3)[NH:19][CH:18]=2)[CH:14]=[N:13]1. The catalyst is N1C=CC=CC=1. The product is [F:1][C:2]1[CH:10]=[CH:9][C:5]([C:6]([NH:26][C:23]2[CH:24]=[C:25]3[C:17]([C:15]4[CH:14]=[N:13][N:12]([CH3:11])[CH:16]=4)=[CH:18][NH:19][C:20]3=[N:21][CH:22]=2)=[O:7])=[CH:4][CH:3]=1. The yield is 0.130. (2) The yield is 0.820. The reactants are [NH2:1][C:2]1[CH:3]=[C:4]([OH:12])[C:5](=[CH:10][CH:11]=1)[C:6]([O:8][CH3:9])=[O:7].[Cl:13][C:14]1[CH:15]=[C:16]([S:21](Cl)(=[O:23])=[O:22])[CH:17]=[CH:18][C:19]=1[F:20]. The product is [Cl:13][C:14]1[CH:15]=[C:16]([S:21]([NH:1][C:2]2[CH:11]=[CH:10][C:5]([C:6]([O:8][CH3:9])=[O:7])=[C:4]([OH:12])[CH:3]=2)(=[O:22])=[O:23])[CH:17]=[CH:18][C:19]=1[F:20]. No catalyst specified. (3) The reactants are [N+:1]([C:4]1[CH:9]=[CH:8][C:7]([OH:10])=[CH:6][C:5]=1[O:11][CH:12]1[CH2:17][CH2:16][O:15][CH2:14][CH2:13]1)([O-:3])=[O:2].Br[C:19]1[CH:24]=[CH:23][C:22]([S:25]([CH3:28])(=[O:27])=[O:26])=[CH:21][N:20]=1.C(=O)([O-])[O-].[Cs+].[Cs+]. The catalyst is CN(C)C=O. The product is [CH3:28][S:25]([C:22]1[CH:23]=[CH:24][C:19]([O:10][C:7]2[CH:8]=[CH:9][C:4]([N+:1]([O-:3])=[O:2])=[C:5]([O:11][CH:12]3[CH2:17][CH2:16][O:15][CH2:14][CH2:13]3)[CH:6]=2)=[N:20][CH:21]=1)(=[O:27])=[O:26]. The yield is 0.810. (4) The catalyst is C1COCC1.[Fe]. The reactants are [Br:1][C:2]1[CH:8]=[CH:7][C:5]([NH2:6])=[C:4]([N+:9]([O-])=O)[C:3]=1[F:12].CCO.O.[Cl-].[NH4+]. The product is [Br:1][C:2]1[C:3]([F:12])=[C:4]([NH2:9])[C:5]([NH2:6])=[CH:7][CH:8]=1. The yield is 0.840. (5) The reactants are [CH3:1][C:2]([S:8]([CH3:11])(=[O:10])=[O:9])([CH2:5][CH:6]=[CH2:7])[C:3]#[N:4].C([Li])CCC.CCCCCCC.[F:24][C:25]1[CH:30]=[CH:29][C:28]([N+:31]([O-:33])=[O:32])=[CH:27][C:26]=1/[C:34](=[N:36]/[S@@:37]([C:39]([CH3:42])([CH3:41])[CH3:40])=[O:38])/[CH3:35]. The catalyst is C1COCC1. The product is [C:3]([C:2]([S:8]([CH2:11][C@:34]([NH:36][S@@:37]([C:39]([CH3:40])([CH3:42])[CH3:41])=[O:38])([C:26]1[CH:27]=[C:28]([N+:31]([O-:33])=[O:32])[CH:29]=[CH:30][C:25]=1[F:24])[CH3:35])(=[O:9])=[O:10])([CH2:5][CH:6]=[CH2:7])[CH3:1])#[N:4]. The yield is 0.550. (6) The reactants are [CH3:1][N:2]([C:10]1[CH:15]=[CH:14][C:13]([C:16]2[CH:21]=[CH:20][N:19]=[C:18]3[N:22]([S:26]([C:29]4[CH:34]=[CH:33][CH:32]=[CH:31][CH:30]=4)(=[O:28])=[O:27])[C:23]([CH3:25])=[CH:24][C:17]=23)=[CH:12][CH:11]=1)C(=O)OC(C)(C)C.C(O)(C(F)(F)F)=O. The catalyst is C(Cl)Cl. The product is [CH3:1][NH:2][C:10]1[CH:11]=[CH:12][C:13]([C:16]2[CH:21]=[CH:20][N:19]=[C:18]3[N:22]([S:26]([C:29]4[CH:34]=[CH:33][CH:32]=[CH:31][CH:30]=4)(=[O:27])=[O:28])[C:23]([CH3:25])=[CH:24][C:17]=23)=[CH:14][CH:15]=1. The yield is 0.970. (7) The yield is 0.838. The product is [Si:1]([O:8][C@H:9]([C@H:11]([N:15]1[CH:19]=[C:18]([C:20]([NH2:25])=[O:22])[N:17]=[CH:16]1)[CH2:12][CH2:13][OH:14])[CH3:10])([C:4]([CH3:7])([CH3:6])[CH3:5])([CH3:3])[CH3:2]. The catalyst is CO. The reactants are [Si:1]([O:8][C@H:9]([C@H:11]([N:15]1[CH:19]=[C:18]([C:20]([O:22]CC)=O)[N:17]=[CH:16]1)[CH2:12][CH2:13][OH:14])[CH3:10])([C:4]([CH3:7])([CH3:6])[CH3:5])([CH3:3])[CH3:2].[NH3:25].